From a dataset of Full USPTO retrosynthesis dataset with 1.9M reactions from patents (1976-2016). Predict the reactants needed to synthesize the given product. (1) Given the product [CH3:8][CH:6]1[NH:7][CH:2]([CH3:1])[CH2:3][N:4]([C:9]2[CH:14]=[CH:13][C:12]([NH2:15])=[CH:11][CH:10]=2)[CH2:5]1, predict the reactants needed to synthesize it. The reactants are: [CH3:1][CH:2]1[NH:7][CH:6]([CH3:8])[CH2:5][N:4]([C:9]2[CH:14]=[CH:13][C:12]([N+:15]([O-])=O)=[CH:11][CH:10]=2)[CH2:3]1.NN. (2) The reactants are: Br[C:2]1[S:3][CH:4]=[C:5]([C:7]2[CH:12]=[CH:11][C:10]([Br:13])=[CH:9][CH:8]=2)[N:6]=1.[NH2:14][C@H:15]([CH2:18][CH2:19][CH3:20])[CH2:16][OH:17]. Given the product [Br:13][C:10]1[CH:11]=[CH:12][C:7]([C:5]2[N:6]=[C:2]([NH:14][C@H:15]([CH2:18][CH2:19][CH3:20])[CH2:16][OH:17])[S:3][CH:4]=2)=[CH:8][CH:9]=1, predict the reactants needed to synthesize it.